This data is from Reaction yield outcomes from USPTO patents with 853,638 reactions. The task is: Predict the reaction yield, written as a fraction of the theoretical maximum amount of product (1.0 means a 100% yield; for example, 0.34 means a 34% yield). (1) The reactants are C[O:2][C:3]([C:5]1[CH:44]=[CH:43][C:8]([CH2:9][O:10][C:11]2[N:16]=[C:15]([C:17]3[CH:22]=[CH:21][CH:20]=[CH:19][CH:18]=3)[N:14]=[C:13]([C:23]3[CH:28]=[CH:27][C:26]([N:29]4[C:37](=[O:38])[C:36]5[C:31](=[CH:32][CH:33]=[C:34]([C:39]([OH:41])=[O:40])[CH:35]=5)[C:30]4=[O:42])=[CH:25][CH:24]=3)[CH:12]=2)=[CH:7][CH:6]=1)=[O:4].[OH-].[K+].Cl. The catalyst is C1COCC1. The product is [C:3]([C:5]1[CH:44]=[CH:43][C:8]([CH2:9][O:10][C:11]2[N:16]=[C:15]([C:17]3[CH:18]=[CH:19][CH:20]=[CH:21][CH:22]=3)[N:14]=[C:13]([C:23]3[CH:24]=[CH:25][C:26]([N:29]4[C:37](=[O:38])[C:36]5[C:31](=[CH:32][CH:33]=[C:34]([C:39]([OH:41])=[O:40])[CH:35]=5)[C:30]4=[O:42])=[CH:27][CH:28]=3)[CH:12]=2)=[CH:7][CH:6]=1)([OH:4])=[O:2]. The yield is 0.350. (2) The reactants are C(O[C:4](=[O:21])[CH2:5][C:6]([CH:8]1[CH2:13][CH2:12][N:11]([C:14]([O:16][C:17]([CH3:20])([CH3:19])[CH3:18])=[O:15])[CH2:10][CH2:9]1)=O)C.[C:22]1([C:28]2[CH:29]=[C:30]3[C:36]([NH2:37])=[N:35][NH:34][C:31]3=[N:32][CH:33]=2)[CH:27]=[CH:26][CH:25]=[CH:24][CH:23]=1.P([O-])([O-])([O-])=O.[K+].[K+].[K+]. The yield is 0.0800. The product is [O:21]=[C:4]1[CH:5]=[C:6]([CH:8]2[CH2:9][CH2:10][N:11]([C:14]([O:16][C:17]([CH3:18])([CH3:19])[CH3:20])=[O:15])[CH2:12][CH2:13]2)[N:35]2[N:34]=[C:31]3[N:32]=[CH:33][C:28]([C:22]4[CH:27]=[CH:26][CH:25]=[CH:24][CH:23]=4)=[CH:29][C:30]3=[C:36]2[NH:37]1. The catalyst is COCC(O)C.O.Cl. (3) The catalyst is C(O)C. The reactants are [CH2:1]([N:5]([CH2:20][CH2:21][CH2:22][CH3:23])[C:6]1[CH:11]=[CH:10][C:9]([CH:12]=[CH:13][CH:14]=[CH:15][CH:16]=O)=[C:8]([O:18][CH3:19])[CH:7]=1)[CH2:2][CH2:3][CH3:4].[C:24]([C:26]1[C:27](=[C:42]([C:45]#[N:46])[C:43]#[N:44])[O:28][C:29]([C:36]2[CH:41]=[CH:40][CH:39]=[CH:38][CH:37]=2)([C:32]([F:35])([F:34])[F:33])[C:30]=1[CH3:31])#[N:25]. The yield is 0.891. The product is [CH2:1]([N:5]([CH2:20][CH2:21][CH2:22][CH3:23])[C:6]1[CH:11]=[CH:10][C:9]([CH:12]=[CH:13][CH:14]=[CH:15][CH:16]=[CH:31][C:30]2[C:29]([C:36]3[CH:37]=[CH:38][CH:39]=[CH:40][CH:41]=3)([C:32]([F:35])([F:33])[F:34])[O:28][C:27](=[C:42]([C:45]#[N:46])[C:43]#[N:44])[C:26]=2[C:24]#[N:25])=[C:8]([O:18][CH3:19])[CH:7]=1)[CH2:2][CH2:3][CH3:4]. (4) The reactants are [C:1]([O:5][C:6]([NH:8][C:9]1[CH:14]=[CH:13][CH:12]=[CH:11][C:10]=1[NH:15][C:16](=[O:32])[C:17]1[CH:22]=[CH:21][C:20](B2OC(C)(C)C(C)(C)O2)=[CH:19][CH:18]=1)=[O:7])([CH3:4])([CH3:3])[CH3:2].[CH3:33][C:34]1[CH:39]=[CH:38][C:37](Br)=[CH:36][N:35]=1. No catalyst specified. The product is [C:1]([O:5][C:6]([NH:8][C:9]1[CH:14]=[CH:13][CH:12]=[CH:11][C:10]=1[NH:15][C:16](=[O:32])[C:17]1[CH:22]=[CH:21][C:20]([C:37]2[CH:36]=[N:35][C:34]([CH3:33])=[CH:39][CH:38]=2)=[CH:19][CH:18]=1)=[O:7])([CH3:3])([CH3:4])[CH3:2]. The yield is 0.460. (5) The reactants are [C:1]([CH:3]([C:5]1[CH:6]=[C:7]([CH:11]=[CH:12][CH:13]=1)[C:8]([OH:10])=O)[CH3:4])#[N:2].C(Cl)(=O)C(Cl)=O.O1CCCC1.[NH2:25][C:26]1[CH:27]=[CH:28][C:29]([O:48][CH3:49])=[C:30]([CH:47]=1)[O:31][C:32]1[CH:33]=[CH:34][C:35]2[N:36]([CH:38]=[C:39]([NH:41][C:42]([CH:44]3[CH2:46][CH2:45]3)=[O:43])[N:40]=2)[N:37]=1. The catalyst is CN(C)C=O.CN1CCCC1=O. The yield is 0.580. The product is [C:1]([CH:3]([C:5]1[CH:6]=[C:7]([CH:11]=[CH:12][CH:13]=1)[C:8]([NH:25][C:26]1[CH:27]=[CH:28][C:29]([O:48][CH3:49])=[C:30]([O:31][C:32]2[CH:33]=[CH:34][C:35]3[N:36]([CH:38]=[C:39]([NH:41][C:42]([CH:44]4[CH2:46][CH2:45]4)=[O:43])[N:40]=3)[N:37]=2)[CH:47]=1)=[O:10])[CH3:4])#[N:2]. (6) The reactants are [C:1]([O:5][C:6]([C:8]1[N:13]=[C:12]([C:14]2[CH2:15][CH2:16][NH:17][CH2:18][CH:19]=2)[CH:11]=[CH:10][CH:9]=1)=[O:7])([CH3:4])([CH3:3])[CH3:2].C=O.[C:22]([BH3-])#N.[Na+]. The catalyst is CO. The product is [C:1]([O:5][C:6]([C:8]1[N:13]=[C:12]([C:14]2[CH2:15][CH2:16][N:17]([CH3:22])[CH2:18][CH:19]=2)[CH:11]=[CH:10][CH:9]=1)=[O:7])([CH3:4])([CH3:2])[CH3:3]. The yield is 0.410. (7) The reactants are [C:1]1([S:7]([N:10]2[C:14]3=[N:15][CH:16]=[C:17]([N+:20]([O-:22])=[O:21])[C:18](Cl)=[C:13]3[CH:12]=[CH:11]2)(=[O:9])=[O:8])[CH:6]=[CH:5][CH:4]=[CH:3][CH:2]=1.[S:23]1[CH2:28][CH2:27][CH:26]([NH2:29])[CH2:25][CH2:24]1.CCN(C(C)C)C(C)C. The catalyst is CC(O)C.CCOC(C)=O. The product is [C:1]1([S:7]([N:10]2[C:14]3=[N:15][CH:16]=[C:17]([N+:20]([O-:22])=[O:21])[C:18]([NH:29][CH:26]4[CH2:27][CH2:28][S:23][CH2:24][CH2:25]4)=[C:13]3[CH:12]=[CH:11]2)(=[O:9])=[O:8])[CH:6]=[CH:5][CH:4]=[CH:3][CH:2]=1. The yield is 0.860. (8) The reactants are [F:1][C:2]([F:16])([F:15])[C:3]1[CH:8]=[CH:7][C:6]([N:9]2[CH2:14][CH2:13][NH:12][CH2:11][CH2:10]2)=[CH:5][CH:4]=1.C(N(CC)CC)C.[Cl:24][CH2:25][C:26](Cl)=[O:27]. The catalyst is ClCCl. The product is [Cl:24][CH2:25][C:26]([N:12]1[CH2:13][CH2:14][N:9]([C:6]2[CH:5]=[CH:4][C:3]([C:2]([F:1])([F:15])[F:16])=[CH:8][CH:7]=2)[CH2:10][CH2:11]1)=[O:27]. The yield is 0.600.